Task: Predict the reactants needed to synthesize the given product.. Dataset: Full USPTO retrosynthesis dataset with 1.9M reactions from patents (1976-2016) (1) Given the product [Br:14][C:15]1[CH:16]=[N:12][C:11]2[N:10]([N:9]=[C:8]([NH2:13])[C:7]=2[C:2]2[CH:3]=[CH:4][CH:5]=[CH:6][N:1]=2)[CH:18]=1, predict the reactants needed to synthesize it. The reactants are: [N:1]1[CH:6]=[CH:5][CH:4]=[CH:3][C:2]=1[C:7]1[C:8]([NH2:13])=[N:9][NH:10][C:11]=1[NH2:12].[Br:14][CH:15]([CH:18]=O)[CH:16]=O. (2) Given the product [CH2:6]([O:5][P:4]([CH:9]([OH:27])[CH2:10][C@@H:11]([OH:26])[C@@H:12]([OH:25])[C@@H:13]([OH:24])[CH2:14][N:15]([O:16][CH2:17][C:18]1[CH:19]=[CH:20][CH:21]=[CH:22][CH:23]=1)[CH:28]=[O:29])(=[O:8])[O:3][CH2:1][CH3:2])[CH3:7], predict the reactants needed to synthesize it. The reactants are: [CH2:1]([O:3][P:4]([CH:9]([OH:27])[CH2:10][C@@H:11]([OH:26])[C@@H:12]([OH:25])[C@@H:13]([OH:24])[CH2:14][NH:15][O:16][CH2:17][C:18]1[CH:23]=[CH:22][CH:21]=[CH:20][CH:19]=1)(=[O:8])[O:5][CH2:6][CH3:7])[CH3:2].[CH:28](OCC(F)(F)F)=[O:29].C(Cl)Cl.CO. (3) Given the product [CH2:17]([O:16][C:14]([N:9]1[CH2:8][CH2:7][C:6]2=[C:4]([OH:5])[N:26]3[C:25]([N:24]=[C:12]2[CH2:11][CH2:10]1)=[CH:29][CH:28]=[N:27]3)=[O:15])[C:18]1[CH:19]=[CH:20][CH:21]=[CH:22][CH:23]=1, predict the reactants needed to synthesize it. The reactants are: C(O[C:4]([CH:6]1[C:12](=O)[CH2:11][CH2:10][N:9]([C:14]([O:16][CH2:17][C:18]2[CH:23]=[CH:22][CH:21]=[CH:20][CH:19]=2)=[O:15])[CH2:8][CH2:7]1)=[O:5])C.[NH2:24][C:25]1[CH:29]=[CH:28][NH:27][N:26]=1. (4) Given the product [N:3]1[CH:8]=[CH:7][CH:6]=[CH:5][C:4]=1[NH:9][CH2:10][CH2:11][CH2:12][O:13][C:14]1[CH:15]=[C:16]([CH:21]=[CH:22][CH:23]=1)[C:17]([OH:19])=[O:18], predict the reactants needed to synthesize it. The reactants are: [OH-].[K+].[N:3]1[CH:8]=[CH:7][CH:6]=[CH:5][C:4]=1[NH:9][CH2:10][CH2:11][CH2:12][O:13][C:14]1[CH:15]=[C:16]([CH:21]=[CH:22][CH:23]=1)[C:17]([O:19]C)=[O:18].Cl. (5) Given the product [Br:4][C:2]1[CH:12]=[C:11]([C:20]2[N:21]=[C:22]([CH:26]3[CH2:27][CH2:28][N:29]([C:32](=[O:43])[CH2:33][N:34]4[C:38]5=[N:39][CH:40]=[CH:41][CH:42]=[C:37]5[N:36]=[CH:35]4)[CH2:30][CH2:31]3)[S:23][C:24]=2[Cl:25])[CH:10]=[C:9]([C:5]2([CH3:8])[CH2:7][CH2:6]2)[C:14]=1[O:52][CH3:51], predict the reactants needed to synthesize it. The reactants are: Br[C:2]([Br:4])=O.[C:5]([C:9]1[CH:10]=[C:11]([C:20]2[N:21]=[C:22]([CH:26]3[CH2:31][CH2:30][N:29]([C:32](=[O:43])[CH2:33][N:34]4[C:38]5=[N:39][CH:40]=[CH:41][CH:42]=[C:37]5[N:36]=[CH:35]4)[CH2:28][CH2:27]3)[S:23][C:24]=2[Cl:25])[CH:12]=C(SC(F)(F)F)[CH:14]=1)([CH3:8])([CH3:7])[CH3:6].CCN(CC)CC.[C:51](OC(OC(C)(C)C)=O)(OC(C)(C)C)=[O:52]. (6) The reactants are: [CH2:1]([O:8][CH2:9][C@@H:10]1[CH2:14][CH2:13][S:12](=[O:16])(=[O:15])[NH:11]1)[C:2]1[CH:7]=[CH:6][CH:5]=[CH:4][CH:3]=1.[CH3:17][C:18]1[CH:23]=[C:22]([CH3:24])[CH:21]=[CH:20][C:19]=1[N:25]1[CH2:30][CH2:29][N:28]([C:31]([C:33]2[CH:38]=[CH:37][C:36](I)=[CH:35][CH:34]=2)=[O:32])[CH2:27][CH2:26]1. Given the product [CH2:1]([O:8][CH2:9][C@@H:10]1[CH2:14][CH2:13][S:12](=[O:16])(=[O:15])[N:11]1[C:36]1[CH:35]=[CH:34][C:33]([C:31]([N:28]2[CH2:27][CH2:26][N:25]([C:19]3[CH:20]=[CH:21][C:22]([CH3:24])=[CH:23][C:18]=3[CH3:17])[CH2:30][CH2:29]2)=[O:32])=[CH:38][CH:37]=1)[C:2]1[CH:3]=[CH:4][CH:5]=[CH:6][CH:7]=1, predict the reactants needed to synthesize it. (7) Given the product [Br:1][C:2]1[CH:10]=[CH:9][C:5]([C:6]([NH:18][C:19]2[CH:20]=[C:21]([C:22]#[N:23])[CH:24]=[CH:25][N:26]=2)=[O:8])=[CH:4][C:3]=1[F:11], predict the reactants needed to synthesize it. The reactants are: [Br:1][C:2]1[CH:10]=[CH:9][C:5]([C:6]([OH:8])=O)=[CH:4][C:3]=1[F:11].C(Cl)(=O)C(Cl)=O.[NH2:18][C:19]1[CH:20]=[C:21]([CH:24]=[CH:25][N:26]=1)[C:22]#[N:23]. (8) Given the product [O:16]1[C:21]2[CH:22]=[CH:23][C:24]([CH2:26][N:27]([CH:35]3[CH2:40][CH2:39][N:38]([CH2:13][CH2:12][N:8]4[C:9]5[C:4](=[CH:3][C:2]([CH3:1])=[CH:11][CH:10]=5)[CH:5]=[CH:6][C:7]4=[O:15])[CH2:37][CH2:36]3)[C:28](=[O:34])[O:29][C:30]([CH3:33])([CH3:31])[CH3:32])=[CH:25][C:20]=2[O:19][CH2:18][CH2:17]1, predict the reactants needed to synthesize it. The reactants are: [CH3:1][C:2]1[CH:3]=[C:4]2[C:9](=[CH:10][CH:11]=1)[N:8]([CH2:12][CH:13]=O)[C:7](=[O:15])[CH:6]=[CH:5]2.[O:16]1[C:21]2[CH:22]=[CH:23][C:24]([CH2:26][N:27]([CH:35]3[CH2:40][CH2:39][NH:38][CH2:37][CH2:36]3)[C:28](=[O:34])[O:29][C:30]([CH3:33])([CH3:32])[CH3:31])=[CH:25][C:20]=2[O:19][CH2:18][CH2:17]1.C(O[BH-](OC(=O)C)OC(=O)C)(=O)C.[Na+].C(=O)([O-])O.[Na+]. (9) Given the product [CH3:14][C:8]1[CH:9]=[C:10]([OH:13])[CH:11]=[CH:12][C:7]=1[B:18]1[O:19][C:20]([CH3:22])([CH3:21])[C:16]([CH3:32])([CH3:15])[O:17]1, predict the reactants needed to synthesize it. The reactants are: C([O-])(=O)C.[K+].Br[C:7]1[CH:12]=[CH:11][C:10]([OH:13])=[CH:9][C:8]=1[CH3:14].[CH3:15][C:16]1([CH3:32])[C:20]([CH3:22])([CH3:21])[O:19][B:18]([B:18]2[O:19][C:20]([CH3:22])([CH3:21])[C:16]([CH3:32])([CH3:15])[O:17]2)[O:17]1.